This data is from Forward reaction prediction with 1.9M reactions from USPTO patents (1976-2016). The task is: Predict the product of the given reaction. (1) The product is: [S:1]1[CH:5]=[CH:4][C:3]([C:6]2[CH:7]=[C:8]([N:12]3[C:16]4[CH:17]=[C:18]([C:20]([O:22][CH3:23])=[O:21])[NH:19][C:15]=4[N:14]=[CH:13]3)[CH:9]=[CH:10][CH:11]=2)=[CH:2]1. Given the reactants [S:1]1[CH:5]=[CH:4][C:3]([C:6]2[CH:7]=[C:8]([N:12]3[C:16]4[CH:17]=[C:18]([C:20]([OH:22])=[O:21])[NH:19][C:15]=4[N:14]=[CH:13]3)[CH:9]=[CH:10][CH:11]=2)=[CH:2]1.[C:23](=O)(O)[O-].[Na+], predict the reaction product. (2) The product is: [Cl:31][C:16]1[C:17]([NH:19][C:20]2[CH:24]=[C:23]([O:25][CH2:26][C:27]([F:30])([F:29])[F:28])[NH:22][N:21]=2)=[N:18][C:13]([NH:11][C@H:9]([C:6]2[N:7]=[CH:8][C:3]([F:2])=[CH:4][N:5]=2)[CH3:10])=[N:14][CH:15]=1. Given the reactants Cl.[F:2][C:3]1[CH:4]=[N:5][C:6]([C@@H:9]([NH2:11])[CH3:10])=[N:7][CH:8]=1.Cl[C:13]1[N:18]=[C:17]([NH:19][C:20]2[CH:24]=[C:23]([O:25][CH2:26][C:27]([F:30])([F:29])[F:28])[NH:22][N:21]=2)[C:16]([Cl:31])=[CH:15][N:14]=1.CCN(C(C)C)C(C)C, predict the reaction product. (3) Given the reactants [O:1]1[CH2:6][CH2:5][CH:4]([CH2:7][CH:8]([C:17]2[CH:25]=[CH:24][C:20]([C:21]([OH:23])=O)=[CH:19][CH:18]=2)[C:9](=[O:16])[NH:10][C:11]2[S:12][CH:13]=[CH:14][N:15]=2)[CH2:3][CH2:2]1.[CH2:26]([NH2:28])[CH3:27].Cl.CCN(C(C)C)C(C)C, predict the reaction product. The product is: [CH2:26]([NH:28][C:21](=[O:23])[C:20]1[CH:24]=[CH:25][C:17]([CH:8]([C:9](=[O:16])[NH:10][C:11]2[S:12][CH:13]=[CH:14][N:15]=2)[CH2:7][CH:4]2[CH2:5][CH2:6][O:1][CH2:2][CH2:3]2)=[CH:18][CH:19]=1)[CH3:27]. (4) Given the reactants [H-].[Na+].[F:3][CH:4]([F:33])[C:5]([N:7]1[C@H:11]([CH2:12][F:13])[C@@H:10]([C:14]2[CH:19]=[CH:18][C:17]([C:20]3[CH:21]=[CH:22][C:23]([C:26]4([OH:30])[CH2:29][O:28][CH2:27]4)=[N:24][CH:25]=3)=[CH:16][CH:15]=2)[O:9][C:8]1([CH3:32])[CH3:31])=[O:6].[O:34]([CH2:64][C:65]1[CH:70]=[CH:69][CH:68]=[CH:67][CH:66]=1)[P:35](O[P:35]([O:36][CH2:37][C:38]1[CH:43]=[CH:42][CH:41]=[CH:40][CH:39]=1)([O:34][CH2:64][C:65]1[CH:70]=[CH:69][CH:68]=[CH:67][CH:66]=1)=[O:44])(=[O:44])[O:36][CH2:37][C:38]1[CH:43]=[CH:42][CH:41]=[CH:40][CH:39]=1, predict the reaction product. The product is: [P:35]([O:30][C:26]1([C:23]2[CH:22]=[CH:21][C:20]([C:17]3[CH:18]=[CH:19][C:14]([C@H:10]4[O:9][C:8]([CH3:31])([CH3:32])[N:7]([C:5](=[O:6])[CH:4]([F:3])[F:33])[C@@H:11]4[CH2:12][F:13])=[CH:15][CH:16]=3)=[CH:25][N:24]=2)[CH2:29][O:28][CH2:27]1)([O:34][CH2:64][C:65]1[CH:70]=[CH:69][CH:68]=[CH:67][CH:66]=1)([O:36][CH2:37][C:38]1[CH:43]=[CH:42][CH:41]=[CH:40][CH:39]=1)=[O:44]. (5) Given the reactants [CH3:1][O:2][C:3]1[N:4]=[C:5]2[C:10](=[CH:11][CH:12]=1)[N:9]=[CH:8][CH:7]=[C:6]2[CH:13]=[O:14].[C:15]([O:18][C:19]([CH3:22])([CH3:21])[CH3:20])(=[O:17])[CH3:16], predict the reaction product. The product is: [C:19]([O:18][C:15](=[O:17])[CH2:16][CH:13]([OH:14])[C:6]1[C:5]2[C:10](=[CH:11][CH:12]=[C:3]([O:2][CH3:1])[N:4]=2)[N:9]=[CH:8][CH:7]=1)([CH3:22])([CH3:21])[CH3:20]. (6) Given the reactants [Cl:1][C:2]1[CH:7]=[CH:6][C:5]([N:8]([CH3:32])[S:9]([C:12]2[CH:21]=[CH:20][C:19]([O:22][CH3:23])=[C:18]3[C:13]=2[CH2:14][CH2:15][C@H:16]([N:24](C)[C:25](=O)C(F)(F)F)[CH2:17]3)(=[O:11])=[O:10])=[CH:4][CH:3]=1.N, predict the reaction product. The product is: [Cl:1][C:2]1[CH:3]=[CH:4][C:5]([N:8]([CH3:32])[S:9]([C:12]2[C:13]3[CH2:14][CH2:15][C@H:16]([NH:24][CH3:25])[CH2:17][C:18]=3[C:19]([O:22][CH3:23])=[CH:20][CH:21]=2)(=[O:11])=[O:10])=[CH:6][CH:7]=1.